From a dataset of Reaction yield outcomes from USPTO patents with 853,638 reactions. Predict the reaction yield, written as a fraction of the theoretical maximum amount of product (1.0 means a 100% yield; for example, 0.34 means a 34% yield). (1) The reactants are [N+](C1C=CC=CC=1OCCOCCOCC[O:15][S:16]([CH3:19])(=O)=[O:17])([O-])=O.[N+:24]([C:27]1[CH:42]=[CH:41][CH:40]=[CH:39][C:28]=1[O:29][CH2:30][CH2:31][O:32][CH2:33][CH2:34][O:35]CCO)([O-:26])=[O:25].CCOC(C)=O. The catalyst is CCCCCC. The product is [N+:24]([C:27]1[CH:42]=[CH:41][CH:40]=[CH:39][C:28]=1[O:29][CH2:30][CH2:31][O:32][CH2:33][CH2:34][O:35][S:16]([CH3:19])(=[O:17])=[O:15])([O-:26])=[O:25]. The yield is 1.00. (2) The product is [Br:19][C:16]1[CH:15]=[CH:14][C:13]([C@@H:11]([N:7]2[CH2:6][CH2:5][C@:4]([CH2:1][CH2:2][CH2:3][OH:26])([C:20]3[CH:25]=[CH:24][CH:23]=[CH:22][CH:21]=3)[O:9][C:8]2=[O:10])[CH3:12])=[CH:18][CH:17]=1. No catalyst specified. The yield is 0.400. The reactants are [CH2:1]([C@@:4]1([C:20]2[CH:25]=[CH:24][CH:23]=[CH:22][CH:21]=2)[O:9][C:8](=[O:10])[N:7]([C@H:11]([C:13]2[CH:18]=[CH:17][C:16]([Br:19])=[CH:15][CH:14]=2)[CH3:12])[CH2:6][CH2:5]1)[CH:2]=[CH2:3].[O:26]1CCCC1.